From a dataset of Full USPTO retrosynthesis dataset with 1.9M reactions from patents (1976-2016). Predict the reactants needed to synthesize the given product. (1) Given the product [O:2]1[CH:6]=[CH:5][C:4]([N+:7]([O-:8])=[CH:9][C:11]2[C:20]3[C:15](=[CH:16][CH:17]=[CH:18][CH:19]=3)[C:14]([S:21]([OH:24])(=[O:22])=[O:23])=[N:13][C:12]=2[C:25]([OH:27])=[O:26])=[CH:3]1, predict the reactants needed to synthesize it. The reactants are: Cl.[O:2]1[CH:6]=[CH:5][C:4]([NH:7][OH:8])=[CH:3]1.[CH:9]([C:11]1[C:20]2[C:15](=[CH:16][CH:17]=[CH:18][CH:19]=2)[C:14]([S:21]([OH:24])(=[O:23])=[O:22])=[N:13][C:12]=1[C:25]([OH:27])=[O:26])=O. (2) Given the product [CH2:1]([N:3]1[C:7]2[CH:8]=[CH:9][C:10]([NH2:12])=[CH:11][C:6]=2[N:5]=[C:4]1[CH2:16][N:17]1[CH:21]=[CH:20][N:19]=[C:18]1[C:22]1[CH:27]=[C:26]([F:28])[CH:25]=[CH:24][C:23]=1[F:29])[CH3:2], predict the reactants needed to synthesize it. The reactants are: [CH2:1]([N:3]1[C:7]2[CH:8]=[CH:9][C:10]([NH:12]C(=O)C)=[CH:11][C:6]=2[N:5]=[C:4]1[CH2:16][N:17]1[CH:21]=[CH:20][N:19]=[C:18]1[C:22]1[CH:27]=[C:26]([F:28])[CH:25]=[CH:24][C:23]=1[F:29])[CH3:2].Cl.